Task: Predict the reaction yield, written as a fraction of the theoretical maximum amount of product (1.0 means a 100% yield; for example, 0.34 means a 34% yield).. Dataset: Reaction yield outcomes from USPTO patents with 853,638 reactions (1) The reactants are [CH3:1][N:2]1[CH2:7][CH2:6][C:5](=[O:8])[CH2:4][CH2:3]1.[N+:9]([CH3:12])([O-:11])=[O:10].CO[Na]. The catalyst is CCO. The product is [CH3:1][N:2]1[CH2:7][CH2:6][C:5]([CH2:12][N+:9]([O-:11])=[O:10])([OH:8])[CH2:4][CH2:3]1. The yield is 0.450. (2) The reactants are [CH2:1]([N:3]1[CH2:9][CH2:8][CH2:7][N:6]([C:10]2[CH:20]=[CH:19][C:13]([C:14]([O:16]CC)=O)=[CH:12][CH:11]=2)[CH2:5][CH2:4]1)[CH3:2].[CH3:21][O:22][C:23]1[CH:24]=[C:25]([CH2:31][CH2:32][C:33]2[CH:34]=[C:35]([NH2:38])[NH:36][N:37]=2)[CH:26]=[C:27]([O:29][CH3:30])[CH:28]=1.C[Al](C)C.C(Cl)Cl.CCOCC. The catalyst is C1(C)C=CC=CC=1. The product is [CH3:30][O:29][C:27]1[CH:26]=[C:25]([CH2:31][CH2:32][C:33]2[CH:34]=[C:35]([NH:38][C:14](=[O:16])[C:13]3[CH:12]=[CH:11][C:10]([N:6]4[CH2:7][CH2:8][CH2:9][N:3]([CH2:1][CH3:2])[CH2:4][CH2:5]4)=[CH:20][CH:19]=3)[NH:36][N:37]=2)[CH:24]=[C:23]([O:22][CH3:21])[CH:28]=1. The yield is 0.256. (3) The yield is 0.530. The product is [F:1][C:2]1[CH:7]=[CH:6][C:5]([F:8])=[CH:4][C:3]=1[N:9]1[C:13]([S:27][CH2:28][CH2:29][C:30]([O:32][CH2:33][CH:34]([CH2:39][CH3:40])[CH2:35][CH2:36][CH2:37][CH3:38])=[O:31])=[CH:12][C:11]([C:22]([O:24][CH2:25][CH3:26])=[O:23])=[N:10]1. The reactants are [F:1][C:2]1[CH:7]=[CH:6][C:5]([F:8])=[CH:4][C:3]=1[N:9]1[C:13](OS(C(F)(F)F)(=O)=O)=[CH:12][C:11]([C:22]([O:24][CH2:25][CH3:26])=[O:23])=[N:10]1.[SH:27][CH2:28][CH2:29][C:30]([O:32][CH2:33][CH:34]([CH2:39][CH3:40])[CH2:35][CH2:36][CH2:37][CH3:38])=[O:31].C(N(C(C)C)C(C)C)C.C1(P(C2C=CC=CC=2)C2C3OC4C(=CC=CC=4P(C4C=CC=CC=4)C4C=CC=CC=4)C(C)(C)C=3C=CC=2)C=CC=CC=1. The catalyst is C1(C)C=CC=CC=1.C1C=CC(/C=C/C(/C=C/C2C=CC=CC=2)=O)=CC=1.C1C=CC(/C=C/C(/C=C/C2C=CC=CC=2)=O)=CC=1.C1C=CC(/C=C/C(/C=C/C2C=CC=CC=2)=O)=CC=1.[Pd].[Pd].C(OCC)(=O)C.O. (4) The reactants are C(N(CC)CC)C.P(Cl)(Cl)(Cl)=O.[CH3:13][C@H:14]1[CH2:19][N:18]([C:20]2[CH:25]=[CH:24][C:23]([O:26][C:27]([F:30])([F:29])[F:28])=[CH:22][CH:21]=2)[CH2:17][C@@H:16]([CH3:31])[N:15]1[S:32]([C:35]1[CH:43]=[CH:42][CH:41]=[C:40]2[C:36]=1[CH2:37][CH:38]([C:44]([NH2:46])=O)[CH2:39]2)(=[O:34])=[O:33]. The catalyst is ClC(Cl)C. The product is [CH3:13][C@H:14]1[CH2:19][N:18]([C:20]2[CH:25]=[CH:24][C:23]([O:26][C:27]([F:29])([F:28])[F:30])=[CH:22][CH:21]=2)[CH2:17][C@@H:16]([CH3:31])[N:15]1[S:32]([C:35]1[CH:43]=[CH:42][CH:41]=[C:40]2[C:36]=1[CH2:37][CH:38]([C:44]#[N:46])[CH2:39]2)(=[O:34])=[O:33]. The yield is 0.0900. (5) The reactants are Cl[CH2:2][CH2:3][CH2:4][N:5]1[C:14]2[C:9](=[CH:10][C:11]([F:15])=[CH:12][CH:13]=2)[CH2:8][CH2:7][C:6]1=[O:16].[CH2:17]([CH:21]1[CH2:26][CH2:25][NH:24][CH2:23][CH2:22]1)[CH2:18][CH2:19][CH3:20].C([O-])([O-])=O.[K+].[K+]. The catalyst is CC#N. The product is [CH2:17]([CH:21]1[CH2:26][CH2:25][N:24]([CH2:2][CH2:3][CH2:4][N:5]2[C:14]3[C:9](=[CH:10][C:11]([F:15])=[CH:12][CH:13]=3)[CH2:8][CH2:7][C:6]2=[O:16])[CH2:23][CH2:22]1)[CH2:18][CH2:19][CH3:20]. The yield is 0.700. (6) The reactants are [CH3:1][C:2]1[CH:7]=[CH:6][N:5]=[CH:4][C:3]=1[N:8]1[CH2:12][CH2:11][NH:10][C:9]1=[O:13].Br[C:15]1[C:23]2[C:18](=[CH:19][CH:20]=[C:21]([Cl:24])[CH:22]=2)[N:17]([CH3:25])[CH:16]=1.N[C@@H]1CCCC[C@H]1N.P([O-])([O-])([O-])=O.[K+].[K+].[K+]. The catalyst is [Cu](I)I.O1CCOCC1. The product is [Cl:24][C:21]1[CH:22]=[C:23]2[C:18](=[CH:19][CH:20]=1)[N:17]([CH3:25])[CH:16]=[C:15]2[N:10]1[CH2:11][CH2:12][N:8]([C:3]2[CH:4]=[N:5][CH:6]=[CH:7][C:2]=2[CH3:1])[C:9]1=[O:13]. The yield is 0.589.